From a dataset of hERG Central: cardiac toxicity at 1µM, 10µM, and general inhibition. Predict hERG channel inhibition at various concentrations. The compound is CCOc1ccc(CN2CCN(Cc3cnn(CC)c3C)CC2CCO)cc1. Results: hERG_inhib (hERG inhibition (general)): blocker.